This data is from Forward reaction prediction with 1.9M reactions from USPTO patents (1976-2016). The task is: Predict the product of the given reaction. (1) Given the reactants F[C:2]1[CH:9]=[CH:8][C:5]([C:6]#[N:7])=[C:4]([C:10]([F:13])([F:12])[F:11])[CH:3]=1.[NH2:14][C@H:15]([C:19](O)([CH3:21])[CH3:20])[C:16]([OH:18])=[O:17].[C:23]([O-])([O-])=O.[K+].[K+], predict the reaction product. The product is: [C:6]([C:5]1[CH:8]=[CH:9][C:2]([NH:14][C@H:15]([C:19]([CH3:21])([CH3:23])[CH3:20])[C:16]([OH:18])=[O:17])=[CH:3][C:4]=1[C:10]([F:13])([F:12])[F:11])#[N:7]. (2) Given the reactants [CH:1]([C:3]1[C:11]2[C:10]([C:12]([O:14][CH3:15])=[O:13])=[CH:9][CH:8]=[N:7][C:6]=2[N:5]([C:16]([O:18][C:19]([CH3:22])([CH3:21])[CH3:20])=[O:17])[CH:4]=1)=O.[NH2:23][CH2:24][CH:25]1[CH2:29][CH2:28][N:27]([C:30]([O:32][C:33]([CH3:36])([CH3:35])[CH3:34])=[O:31])[CH2:26]1.C([BH3-])#N.[Na+], predict the reaction product. The product is: [C:33]([O:32][C:30]([N:27]1[CH2:28][CH2:29][CH:25]([CH2:24][NH:23][CH2:1][C:3]2[C:11]3[C:10]([C:12]([O:14][CH3:15])=[O:13])=[CH:9][CH:8]=[N:7][C:6]=3[N:5]([C:16]([O:18][C:19]([CH3:22])([CH3:21])[CH3:20])=[O:17])[CH:4]=2)[CH2:26]1)=[O:31])([CH3:36])([CH3:35])[CH3:34]. (3) Given the reactants [C:1](=O)([O-])[O-].[Cs+].[Cs+].[CH:7]([O:9][CH2:10][C:11]1[CH:16]=[CH:15][CH:14]=[C:13]([NH:17][CH:18]=[O:19])[CH:12]=1)=[O:8].CI, predict the reaction product. The product is: [CH:7]([O:9][CH2:10][C:11]1[CH:16]=[CH:15][CH:14]=[C:13]([N:17]([CH:18]=[O:19])[CH3:1])[CH:12]=1)=[O:8]. (4) Given the reactants [NH:1]([C:6]([O:8][CH2:9][C:10]1[CH:15]=[CH:14][CH:13]=[CH:12][CH:11]=1)=[O:7])[CH2:2][C:3]([OH:5])=O.CN(C(ON1N=NC2C=CC=NC1=2)=[N+](C)C)C.F[P-](F)(F)(F)(F)F.CN1CCOCC1.[C:47]([O:51][C:52]([N:54]1[CH2:58][CH2:57][CH:56]2[NH:59][CH2:60][CH:61]([C:62](=[O:74])[NH:63][C:64]3[C:73]4[C:68](=[CH:69][CH:70]=[CH:71][CH:72]=4)[CH:67]=[CH:66][CH:65]=3)[CH:55]12)=[O:53])([CH3:50])([CH3:49])[CH3:48], predict the reaction product. The product is: [C:47]([O:51][C:52]([N:54]1[CH2:58][CH2:57][CH:56]2[N:59]([C:3](=[O:5])[CH2:2][NH:1][C:6]([O:8][CH2:9][C:10]3[CH:15]=[CH:14][CH:13]=[CH:12][CH:11]=3)=[O:7])[CH2:60][CH:61]([C:62](=[O:74])[NH:63][C:64]3[C:73]4[C:68](=[CH:69][CH:70]=[CH:71][CH:72]=4)[CH:67]=[CH:66][CH:65]=3)[CH:55]12)=[O:53])([CH3:50])([CH3:48])[CH3:49].